From a dataset of Full USPTO retrosynthesis dataset with 1.9M reactions from patents (1976-2016). Predict the reactants needed to synthesize the given product. (1) Given the product [CH:1]1([C@H:7]([NH:18][C:19]2[CH:20]=[CH:21][C:22]([C:25]([NH:27][CH2:28][CH2:29][C:30]([OH:32])=[O:31])=[O:26])=[CH:23][CH:24]=2)[C:8]2[O:16][C:15]3[C:10](=[N:11][CH:12]=[CH:13][CH:14]=3)[C:9]=2[CH3:17])[CH2:6][CH2:5][CH2:4][CH2:3][CH2:2]1, predict the reactants needed to synthesize it. The reactants are: [CH:1]1([CH:7]([NH:18][C:19]2[CH:24]=[CH:23][C:22]([C:25]([NH:27][CH2:28][CH2:29][C:30]([O:32]CC)=[O:31])=[O:26])=[CH:21][CH:20]=2)[C:8]2[O:16][C:15]3[C:10](=[N:11][CH:12]=[CH:13][CH:14]=3)[C:9]=2[CH3:17])[CH2:6][CH2:5][CH2:4][CH2:3][CH2:2]1.O1CCCC1.[OH-].[Na+]. (2) Given the product [F:29][C:23]1[CH:24]=[C:25]([F:28])[CH:26]=[CH:27][C:22]=1[NH:21][S:18]([C:14]1[CH:15]=[N:16][CH:17]=[C:12]([C:9]2[CH:8]=[CH:7][C:6]3[C:11](=[C:2]([N:84]4[CH2:85][CH2:86][N:81]([CH3:80])[CH2:82][CH2:83]4)[CH:3]=[CH:4][N:5]=3)[N:10]=2)[CH:13]=1)(=[O:20])=[O:19], predict the reactants needed to synthesize it. The reactants are: Cl[C:2]1[CH:3]=[CH:4][N:5]=[C:6]2[C:11]=1[N:10]=[C:9]([C:12]1[CH:13]=[C:14]([S:18]([NH:21][C:22]3[CH:27]=[CH:26][C:25]([F:28])=[CH:24][C:23]=3[F:29])(=[O:20])=[O:19])[CH:15]=[N:16][CH:17]=1)[CH:8]=[CH:7]2.CC1(C)C2C=CC=C(P(C3C=CC=CC=3)C3C=CC=CC=3)C=2OC2C1=CC=CC=2P(C1C=CC=CC=1)C1C=CC=CC=1.P([O-])([O-])([O-])=O.[K+].[K+].[K+].[CH3:80][N:81]1[CH2:86][CH2:85][NH:84][CH2:83][CH2:82]1. (3) Given the product [C:1]([O:5][C:6]([N:8]1[CH2:13][CH2:12][CH2:11][C@@H:10]([N:14]2[C:15]3[CH:20]=[CH:19][CH:18]=[CH:17][C:16]=3[N:21]=[C:37]2[C@@H:33]([NH:32][C:30]([O:29][CH2:22][C:23]2[CH:24]=[CH:25][CH:26]=[CH:27][CH:28]=2)=[O:31])[CH3:34])[CH2:9]1)=[O:7])([CH3:4])([CH3:2])[CH3:3], predict the reactants needed to synthesize it. The reactants are: [C:1]([O:5][C:6]([N:8]1[CH2:13][CH2:12][CH2:11][C@@H:10]([NH:14][C:15]2[CH:20]=[CH:19][CH:18]=[CH:17][C:16]=2[NH2:21])[CH2:9]1)=[O:7])([CH3:4])([CH3:3])[CH3:2].[CH2:22]([O:29][C:30]([NH:32][C@@H:33]([CH3:37])[C:34](O)=O)=[O:31])[C:23]1[CH:28]=[CH:27][CH:26]=[CH:25][CH:24]=1.C1C=NC2N(O)N=NC=2C=1.Cl.CN(C)CCCN=C=NCC.CN1CCOCC1. (4) Given the product [Si:19]([O:18][CH:15]1[CH2:14][CH:13]2[CH:17]([CH:12]2[C:10]2[NH:45][N:44]=[C:8]([C:5]3[CH:4]=[C:3]([O:38][C:39]([F:41])([F:42])[F:40])[C:2]([NH2:1])=[N:7][CH:6]=3)[CH:9]=2)[CH2:16]1)([C:32]([CH3:34])([CH3:33])[CH3:35])([C:20]1[CH:21]=[CH:22][CH:23]=[CH:24][CH:25]=1)[C:26]1[CH:27]=[CH:28][CH:29]=[CH:30][CH:31]=1, predict the reactants needed to synthesize it. The reactants are: [NH2:1][C:2]1[N:7]=[CH:6][C:5](/[C:8](/SC)=[CH:9]\[C:10]([CH:12]2[CH:17]3[CH:13]2[CH2:14][CH:15]([O:18][Si:19]([C:32]([CH3:35])([CH3:34])[CH3:33])([C:26]2[CH:31]=[CH:30][CH:29]=[CH:28][CH:27]=2)[C:20]2[CH:25]=[CH:24][CH:23]=[CH:22][CH:21]=2)[CH2:16]3)=O)=[CH:4][C:3]=1[O:38][C:39]([F:42])([F:41])[F:40].O.[NH2:44][NH2:45].C(OCC)(=O)C. (5) Given the product [CH3:26][O:27][C:28]1[CH:33]=[CH:32][CH:31]=[CH:30][C:29]=1[N:34]1[C:5]([C:7]2[C:12](=[O:13])[CH:11]=[CH:10][N:9]([C:14]3[CH:19]=[CH:18][CH:17]=[C:16]([C:20]([F:23])([F:22])[F:21])[CH:15]=3)[N:8]=2)=[CH:4][CH:3]=[N:2]1, predict the reactants needed to synthesize it. The reactants are: C[N:2](C)[CH:3]=[CH:4][C:5]([C:7]1[C:12](=[O:13])[CH:11]=[CH:10][N:9]([C:14]2[CH:19]=[CH:18][CH:17]=[C:16]([C:20]([F:23])([F:22])[F:21])[CH:15]=2)[N:8]=1)=O.Cl.[CH3:26][O:27][C:28]1[CH:33]=[CH:32][CH:31]=[CH:30][C:29]=1[NH:34]N.CCN(CC)CC. (6) Given the product [O:1]=[C:2]1[NH:10][C:5]2=[N:6][CH:7]=[CH:8][CH:9]=[C:4]2[C@:3]21[CH2:25][C:13]1[CH:14]=[C:15]3[C:20](=[CH:21][C:12]=1[CH2:11]2)[N:19]=[C:18]([C:22]([NH:26][C:27]1[CH:32]=[CH:31][CH:30]=[CH:29][CH:28]=1)=[O:24])[CH:17]=[CH:16]3, predict the reactants needed to synthesize it. The reactants are: [O:1]=[C:2]1[NH:10][C:5]2=[N:6][CH:7]=[CH:8][CH:9]=[C:4]2[C@:3]21[CH2:25][C:13]1[CH:14]=[C:15]3[C:20](=[CH:21][C:12]=1[CH2:11]2)[N:19]=[C:18]([C:22]([OH:24])=O)[CH:17]=[CH:16]3.[NH2:26][C:27]1[CH:32]=[CH:31][CH:30]=[CH:29][CH:28]=1.C(Cl)CCl.C1C=CC2N(O)N=NC=2C=1.C(N(CC)C(C)C)(C)C. (7) Given the product [CH3:24][O:25][C:2]1[CH:7]=[CH:6][N:5]=[C:4]([C:8]([NH:10][C:11]2[CH:12]=[N:13][CH:14]=[C:15]([O:17][C:18]3[CH:19]=[N:20][CH:21]=[N:22][CH:23]=3)[CH:16]=2)=[O:9])[CH:3]=1, predict the reactants needed to synthesize it. The reactants are: F[C:2]1[CH:7]=[CH:6][N:5]=[C:4]([C:8]([NH:10][C:11]2[CH:12]=[N:13][CH:14]=[C:15]([O:17][C:18]3[CH:19]=[N:20][CH:21]=[N:22][CH:23]=3)[CH:16]=2)=[O:9])[CH:3]=1.[CH3:24][OH:25]. (8) Given the product [CH3:7][C:6]1([CH3:8])[C:2]([CH3:1])([CH3:22])[O:3][B:4]([C:9]2[CH:10]=[C:11]3[C:16](=[CH:17][CH:18]=2)[C:15]([C:19]([N:34]2[CH2:39][CH2:38][CH:37]([C:40]4[CH:41]=[C:42]([CH:52]=[CH:53][CH:54]=4)[CH2:43][NH:44][C:45](=[O:51])[O:46][C:47]([CH3:50])([CH3:48])[CH3:49])[CH2:36][CH2:35]2)=[O:20])=[CH:14][CH:13]=[CH:12]3)[O:5]1, predict the reactants needed to synthesize it. The reactants are: [CH3:1][C:2]1([CH3:22])[C:6]([CH3:8])([CH3:7])[O:5][B:4]([C:9]2[CH:10]=[C:11]3[C:16](=[CH:17][CH:18]=2)[C:15]([C:19](O)=[O:20])=[CH:14][CH:13]=[CH:12]3)[O:3]1.CCN=C=NCCCN(C)C.[NH:34]1[CH2:39][CH2:38][CH:37]([C:40]2[CH:41]=[C:42]([CH:52]=[CH:53][CH:54]=2)[CH2:43][NH:44][C:45](=[O:51])[O:46][C:47]([CH3:50])([CH3:49])[CH3:48])[CH2:36][CH2:35]1.CO. (9) The reactants are: [OH:1][C:2]1[CH:3]=[C:4]([CH:16]=[CH:17][CH:18]=1)[O:5][C:6]1[CH:7]=[C:8]([C:14]#[N:15])[CH:9]=[C:10]([CH:13]=1)[C:11]#[N:12].C(=O)([O-])[O-].[K+].[K+].Br[C:26]1[CH:33]=[CH:32][C:29]([C:30]#[N:31])=[CH:28][C:27]=1[C:34]#[N:35]. Given the product [C:30]([C:29]1[CH:28]=[C:27]([C:34]#[N:35])[CH:26]=[CH:33][C:32]=1[O:1][C:2]1[CH:3]=[C:4]([CH:16]=[CH:17][CH:18]=1)[O:5][C:6]1[CH:13]=[C:10]([C:11]#[N:12])[CH:9]=[C:8]([CH:7]=1)[C:14]#[N:15])#[N:31], predict the reactants needed to synthesize it.